Task: Regression/Classification. Given a drug SMILES string, predict its absorption, distribution, metabolism, or excretion properties. Task type varies by dataset: regression for continuous measurements (e.g., permeability, clearance, half-life) or binary classification for categorical outcomes (e.g., BBB penetration, CYP inhibition). For this dataset (solubility_aqsoldb), we predict Y.. Dataset: Aqueous solubility values for 9,982 compounds from the AqSolDB database (1) The molecule is S=C=Nc1ccc2ccccc2c1Br. The Y is -4.32 log mol/L. (2) The drug is c1ccc(-c2cccc(-c3ccccc3)c2)cc1. The Y is -5.18 log mol/L. (3) The molecule is CCCOP(=O)(OCC)OCC. The Y is 0.406 log mol/L.